Task: Predict the product of the given reaction.. Dataset: Forward reaction prediction with 1.9M reactions from USPTO patents (1976-2016) (1) Given the reactants Cl[C:2]1[N:3]=[N:4][C:5]([C:14]2[CH:19]=[CH:18][CH:17]=[CH:16][CH:15]=2)=[CH:6][C:7]=1[C:8]1[CH:13]=[CH:12][CH:11]=[CH:10][CH:9]=1.[N:20]1[CH:25]=[CH:24][CH:23]=[N:22][C:21]=1[N:26]1[CH2:31][CH2:30][NH:29][CH2:28][CH2:27]1.[CH3:32]CCCC.CCOC(C)=O, predict the reaction product. The product is: [C:8]1([C:7]2[CH:6]=[C:5]([C:14]3[CH:19]=[CH:18][CH:17]=[CH:16][CH:15]=3)[N:4]=[N:3][C:2]=2[N:29]2[CH2:30][CH2:31][N:26]([C:21]3[N:20]=[CH:25][CH:24]=[CH:23][N:22]=3)[CH2:27][CH2:28]2)[CH:13]=[CH:12][CH:11]=[CH:10][CH:9]=1.[CH4:32]. (2) Given the reactants [C:1]([C:3]1[CH:4]=[C:5]2[C:10](=[CH:11][C:12]=1[O:13][C:14]1[CH:22]=[CH:21][C:17]([C:18](O)=[O:19])=[CH:16][C:15]=1[CH3:23])[O:9][CH2:8][CH2:7][CH:6]2[C:24]([O:26][CH3:27])=[O:25])#[N:2].C(Cl)(=O)C(Cl)=O.[F:34][C:35]([F:44])([F:43])[C:36]1[N:41]=[CH:40][C:39]([NH2:42])=[CH:38][CH:37]=1.N1C=CC=CC=1, predict the reaction product. The product is: [C:1]([C:3]1[CH:4]=[C:5]2[C:10](=[CH:11][C:12]=1[O:13][C:14]1[CH:22]=[CH:21][C:17]([C:18](=[O:19])[NH:42][C:39]3[CH:40]=[N:41][C:36]([C:35]([F:44])([F:34])[F:43])=[CH:37][CH:38]=3)=[CH:16][C:15]=1[CH3:23])[O:9][CH2:8][CH2:7][CH:6]2[C:24]([O:26][CH3:27])=[O:25])#[N:2]. (3) Given the reactants [OH:1][C@H:2]([C:10]1[CH:19]=[CH:18][C:13]2[C:14](=[O:17])[O:15][CH2:16][C:12]=2[C:11]=1[CH3:20])[CH2:3][N:4]1[CH2:9][CH2:8][NH:7][CH2:6][CH2:5]1.[O:21]1[CH2:23][CH:22]1[C:24]1[CH:31]=[CH:30][C:27]([C:28]#[N:29])=[CH:26][CH:25]=1, predict the reaction product. The product is: [OH:21][CH:22]([C:24]1[CH:31]=[CH:30][C:27]([C:28]#[N:29])=[CH:26][CH:25]=1)[CH2:23][N:7]1[CH2:8][CH2:9][N:4]([CH2:3][CH:2]([OH:1])[C:10]2[C:11]([CH3:20])=[C:12]3[C:13](=[CH:18][CH:19]=2)[C:14](=[O:17])[O:15][CH2:16]3)[CH2:5][CH2:6]1.